This data is from Experimentally validated miRNA-target interactions with 360,000+ pairs, plus equal number of negative samples. The task is: Binary Classification. Given a miRNA mature sequence and a target amino acid sequence, predict their likelihood of interaction. (1) The miRNA is hsa-miR-4789-5p with sequence GUAUACACCUGAUAUGUGUAUG. The protein sequence of the target gene is MTAWRRFQSLLLLLGLLVLCARLLTAAKGQNCGGLVQGPNGTIESPGFPHGYPNYANCTWIIITGERNRIQLSFHTFALEEDFDILSVYDGQPQQGNLKVRLSGFQLPSSIVSTGSILTLWFTTDFAVSAQGFKALYEVLPSHTCGNPGEILKGVLHGTRFNIGDKIRYSCLPGYILEGHAILTCIVSPGNGASWDFPAPFCRAEGACGGTLRGTSSSISSPHFPSEYENNADCTWTILAEPGDTIALVFTDFQLEEGYDFLEISGTEAPSIWLTGMNLPSPVISSKNWLRLHFTSDSNH.... Result: 1 (interaction). (2) The miRNA is rno-miR-181a-5p with sequence AACAUUCAACGCUGUCGGUGAGU. The protein sequence of the target gene is MTTSLQDGQSAASRAAARDSPLAAQVCGAAQGRGDAHDLAPAPWLHARALLPLPDGTRGCAADRRKKKDLDVPEMPSIPNPFPELCCSPFTSVLSADLFPKANSRKKQVIKVYSEDETSRALDVPSDITARDVCQLLILKNHYIDDHSWTLFEHLPHIGVERTIEDHELVIEVLSNWGIEEENKLYFRKNYAKYEFFKNPMYFFPEHMVSFATETNGEISPTQILQMFLSSSTYPEIHGFLHAKEQGKKSWKKIYFFLRRSGLYFSTKGTSKEPRHLQFFSEFGNSDIYVSLAGKKKHGA.... Result: 0 (no interaction). (3) The miRNA is hsa-miR-561-5p with sequence AUCAAGGAUCUUAAACUUUGCC. The protein sequence of the target gene is MENSDSNDKGSDQSAAQRRSQMDRLDREEAFYQFVNNLSEEDYRLMRDNNLLGTPGESTEEELLRRLQQIKEGPPPQSPDENRAGESSDDVTNSDSIIDWLNSVRQTGNTTRSGQRGNQSWRAVSRTNPNSGDFRFSLEINVNRNNGSQTSENESEPSTRRLSVENMESSSQRQMENSASESASARPSRAERNSAEAVTEVPTTRAQRRARSRSPEHRRTRARAERSRSPLQPTSEIPRRAPTLEQSSENEPEGSSRTRHHVTLRQQISGPELLGRGLFAASGSRNPSQGTSSSDTGSNS.... Result: 0 (no interaction). (4) The miRNA is hsa-miR-4301 with sequence UCCCACUACUUCACUUGUGA. The protein sequence of the target gene is MAEFSQKRGKRRSDEGLGSMVDFLLANARLVLGVGGAAVLGIATLAVKRFIDRATSPRDEDDTKADSWKELSLLKATPHLQPRPPPAALSQPVLPLAPSSSAPEGPAETDPEVTPQLSSPAPLCLTLQERLLAFERDRVTIPAAQVALAKQLAGDIALELQAYFRSKFPELPFGAFVPGGPLYDGLQAGAADHVRLLVPLVLEPGLWSLVPGVDTVARDPRCWAVRRTQLEFCPRGSSPWDRFLVGGYLSSRVLLELLRKALAASVNWPAIGSLLGCLIRPSMASEELLLEVQHERLELT.... Result: 1 (interaction). (5) The miRNA is hsa-miR-5695 with sequence ACUCCAAGAAGAAUCUAGACAG. The protein sequence of the target gene is MEDSTSPKQEKENQEELGETRRPWEGKTAASPQYSEPESSEPLEAKQGPETGRQSRSSRPWSPQSRAKTPLGGPAGPETSSPAPVSPREPSSSPSPLAPARQDLAAPPQSDRTTSVIPEAGTPYPDPLEQSSDKRESTPHHTSQSEGNTFQQSQQPKPHLCGRRDVSYNNAKQKELRFDVFQEEDSNSDYDLQQPAPGGSEVAPSMLEITIQNAKAYLLKTSSNSGFNLYDHLSNMLTKILNERPENAVDIFENISQDVKMAHFSKKFDALQNENELLPTYEIAEKQKALFLQGHLEGVD.... Result: 0 (no interaction).